Dataset: Forward reaction prediction with 1.9M reactions from USPTO patents (1976-2016). Task: Predict the product of the given reaction. (1) Given the reactants [OH-].[Na+].[CH2:3]([NH:10][C:11](=[O:33])[N:12]([C:14]1[CH:15]=[C:16]([C:20]2[N:25]=[CH:24][C:23]([CH2:26][CH2:27][C:28]([O:30]CC)=[O:29])=[CH:22][CH:21]=2)[CH:17]=[CH:18][CH:19]=1)[CH3:13])[CH2:4][CH2:5][CH2:6][CH2:7][CH2:8][CH3:9].O1CCCC1.CO.O, predict the reaction product. The product is: [CH2:3]([NH:10][C:11](=[O:33])[N:12]([C:14]1[CH:15]=[C:16]([C:20]2[N:25]=[CH:24][C:23]([CH2:26][CH2:27][C:28]([OH:30])=[O:29])=[CH:22][CH:21]=2)[CH:17]=[CH:18][CH:19]=1)[CH3:13])[CH2:4][CH2:5][CH2:6][CH2:7][CH2:8][CH3:9]. (2) Given the reactants Br[CH2:2][C:3]1[C:11]2[O:10][CH:9]=[CH:8][C:7]=2[CH:6]=[C:5]([N+:12]([O-:14])=[O:13])[CH:4]=1.[CH3:15][CH:16]1[CH2:21][NH:20][CH2:19][CH2:18][NH:17]1, predict the reaction product. The product is: [CH3:15][CH:16]1[NH:17][CH2:18][CH2:19][N:20]([CH2:2][C:3]2[C:11]3[O:10][CH:9]=[CH:8][C:7]=3[CH:6]=[C:5]([N+:12]([O-:14])=[O:13])[CH:4]=2)[CH2:21]1. (3) Given the reactants [C:1]([O:5][C:6](=[O:29])[CH2:7][CH2:8][CH2:9]OC1C=CC=CC=1NCC(=O)C1C=CC(Cl)=C(Br)C=1)([CH3:4])([CH3:3])[CH3:2].[Br:30][C:31]1[CH:32]=[C:33]([CH:45]=[CH:46][C:47]=1[Cl:48])[C:34]([N:36]([C:38]1[CH:43]=[CH:42][CH:41]=[CH:40][C:39]=1[OH:44])[CH3:37])=[O:35], predict the reaction product. The product is: [C:1]([O:5][C:6](=[O:29])[CH2:7][CH2:8][CH2:9][O:44][C:39]1[CH:40]=[CH:41][CH:42]=[CH:43][C:38]=1[N:36]([C:34](=[O:35])[C:33]1[CH:45]=[CH:46][C:47]([Cl:48])=[C:31]([Br:30])[CH:32]=1)[CH3:37])([CH3:4])([CH3:3])[CH3:2]. (4) Given the reactants [NH2:1][C:2]1[C:7]([C:8]([C:10]2[CH:15]=[C:14]([F:16])[CH:13]=[CH:12][C:11]=2[CH2:17][CH3:18])=[O:9])=[CH:6][N:5]=[C:4](S(CC)=O)[N:3]=1.FC(F)(F)C(O)=O.[CH3:30][S:31]([N:34]1[CH2:39][CH2:38][CH:37]([NH2:40])[CH2:36][CH2:35]1)(=[O:33])=[O:32], predict the reaction product. The product is: [NH2:1][C:2]1[C:7]([C:8]([C:10]2[CH:15]=[C:14]([F:16])[CH:13]=[CH:12][C:11]=2[CH2:17][CH3:18])=[O:9])=[CH:6][N:5]=[C:4]([NH:40][CH:37]2[CH2:38][CH2:39][N:34]([S:31]([CH3:30])(=[O:33])=[O:32])[CH2:35][CH2:36]2)[N:3]=1.